From a dataset of NCI-60 drug combinations with 297,098 pairs across 59 cell lines. Regression. Given two drug SMILES strings and cell line genomic features, predict the synergy score measuring deviation from expected non-interaction effect. (1) Drug 1: CC1=C(C=C(C=C1)C(=O)NC2=CC(=CC(=C2)C(F)(F)F)N3C=C(N=C3)C)NC4=NC=CC(=N4)C5=CN=CC=C5. Drug 2: C1=NNC2=C1C(=O)NC=N2. Cell line: MDA-MB-435. Synergy scores: CSS=0.104, Synergy_ZIP=-0.412, Synergy_Bliss=-0.408, Synergy_Loewe=-0.825, Synergy_HSA=-0.825. (2) Drug 1: CC1=C(C=C(C=C1)C(=O)NC2=CC(=CC(=C2)C(F)(F)F)N3C=C(N=C3)C)NC4=NC=CC(=N4)C5=CN=CC=C5. Drug 2: COCCOC1=C(C=C2C(=C1)C(=NC=N2)NC3=CC=CC(=C3)C#C)OCCOC.Cl. Cell line: SK-OV-3. Synergy scores: CSS=8.36, Synergy_ZIP=-1.99, Synergy_Bliss=-0.997, Synergy_Loewe=-2.81, Synergy_HSA=-0.932. (3) Drug 1: C1CN(CCN1C(=O)CCBr)C(=O)CCBr. Drug 2: B(C(CC(C)C)NC(=O)C(CC1=CC=CC=C1)NC(=O)C2=NC=CN=C2)(O)O. Cell line: SR. Synergy scores: CSS=82.7, Synergy_ZIP=-1.11, Synergy_Bliss=-3.10, Synergy_Loewe=-5.52, Synergy_HSA=-4.30. (4) Drug 1: C1=NNC2=C1C(=O)NC=N2. Drug 2: CC(C)CN1C=NC2=C1C3=CC=CC=C3N=C2N. Cell line: OVCAR-4. Synergy scores: CSS=-1.98, Synergy_ZIP=0.886, Synergy_Bliss=0.377, Synergy_Loewe=-4.21, Synergy_HSA=-3.80. (5) Drug 1: C1CN1C2=NC(=NC(=N2)N3CC3)N4CC4. Drug 2: CCC1=CC2CC(C3=C(CN(C2)C1)C4=CC=CC=C4N3)(C5=C(C=C6C(=C5)C78CCN9C7C(C=CC9)(C(C(C8N6C)(C(=O)OC)O)OC(=O)C)CC)OC)C(=O)OC.C(C(C(=O)O)O)(C(=O)O)O. Cell line: U251. Synergy scores: CSS=75.5, Synergy_ZIP=-2.23, Synergy_Bliss=-4.76, Synergy_Loewe=-4.28, Synergy_HSA=-1.50. (6) Drug 1: C1=CC=C(C(=C1)C(C2=CC=C(C=C2)Cl)C(Cl)Cl)Cl. Drug 2: CC(C)CN1C=NC2=C1C3=CC=CC=C3N=C2N. Cell line: SK-MEL-5. Synergy scores: CSS=3.11, Synergy_ZIP=-0.585, Synergy_Bliss=0.533, Synergy_Loewe=-0.585, Synergy_HSA=-0.655.